This data is from HIV replication inhibition screening data with 41,000+ compounds from the AIDS Antiviral Screen. The task is: Binary Classification. Given a drug SMILES string, predict its activity (active/inactive) in a high-throughput screening assay against a specified biological target. (1) The compound is COc1cc2c(cc1C)[n+](=O)[c-](C)[c-](C(=O)CC(=NNC(=O)C[N+](C)(C)C)C(=O)Nc1cccc(Cl)c1C)[n+]2=O.[Cl-]. The result is 0 (inactive). (2) The compound is CC(C(=O)c1cc(O)c(O)cc1C(O)(C(F)(F)F)C(F)(F)F)C(O)(C(F)(F)F)C(F)(F)F. The result is 1 (active). (3) The compound is O=C(O)CCCc1ccc2c(c1)C(C(=O)O)CC2. The result is 0 (inactive). (4) The molecule is CC(=O)NNc1nc(C)c(C(=O)NNC(=O)C(=O)Nc2ccc(Cl)c([N+](=O)[O-])c2)s1. The result is 0 (inactive). (5) The compound is COC1(C)CP(=O)(OC(C)C)CC(C)=C1Cl. The result is 0 (inactive). (6) The compound is CC(O)CCCOC(c1ccccc1)(c1ccccc1)c1ccccc1. The result is 0 (inactive). (7) The compound is Cc1n[nH]c(CC#N)n1. The result is 0 (inactive).